This data is from Reaction yield outcomes from USPTO patents with 853,638 reactions. The task is: Predict the reaction yield, written as a fraction of the theoretical maximum amount of product (1.0 means a 100% yield; for example, 0.34 means a 34% yield). The yield is 0.550. The reactants are CO[C:3]([C:5]1[C:13]2[C:8](=[CH:9][C:10]([Cl:22])=[C:11](B3OCC(C)(C)CO3)[CH:12]=2)[NH:7][CH:6]=1)=[O:4].C(=O)([O-])[O-].[K+].[K+].Br[C:30]1[CH:41]=[CH:40][C:33]([O:34][CH2:35][C:36]([NH:38][CH3:39])=[O:37])=[CH:32][CH:31]=1. The product is [Cl:22][C:10]1[CH:9]=[C:8]2[C:13]([C:5]([CH:3]=[O:4])=[CH:6][NH:7]2)=[CH:12][C:11]=1[C:30]1[CH:41]=[CH:40][C:33]([O:34][CH2:35][C:36]([NH:38][CH3:39])=[O:37])=[CH:32][CH:31]=1. No catalyst specified.